Dataset: Full USPTO retrosynthesis dataset with 1.9M reactions from patents (1976-2016). Task: Predict the reactants needed to synthesize the given product. (1) Given the product [C:1]([O:5][C:6](=[O:41])[NH:7][C:8]1([C:12]2[CH:17]=[CH:16][C:15]([C:18]3[C:27](=[O:28])[C:26]4[C:21](=[C:22]([N:29]5[CH2:30][CH2:31][NH:48][C:33](=[O:32])[CH2:34]5)[CH:23]=[CH:24][CH:25]=4)[O:20][C:19]=3[C:35]3[CH:36]=[CH:37][CH:38]=[CH:39][CH:40]=3)=[CH:14][CH:13]=2)[CH2:9][CH2:10][CH2:11]1)([CH3:4])([CH3:2])[CH3:3], predict the reactants needed to synthesize it. The reactants are: [C:1]([O:5][C:6](=[O:41])[NH:7][C:8]1([C:12]2[CH:17]=[CH:16][C:15]([C:18]3[C:27](=[O:28])[C:26]4[C:21](=[C:22]([N:29]5[CH2:34][CH2:33][O:32][CH2:31][CH2:30]5)[CH:23]=[CH:24][CH:25]=4)[O:20][C:19]=3[C:35]3[CH:40]=[CH:39][CH:38]=[CH:37][CH:36]=3)=[CH:14][CH:13]=2)[CH2:11][CH2:10][CH2:9]1)([CH3:4])([CH3:3])[CH3:2].C(OC(=O)[NH:48]C1(C2C=CC(C3C(=O)C4C(=C(Br)C=CC=4)OC=3C3C=CC=CC=3)=CC=2)CCC1)(C)(C)C.O=C1CNCCN1. (2) Given the product [F:7][C:8]([F:30])([F:31])[C:9]1[CH:10]=[CH:11][C:12]([C:15]([C:20]2[CH:25]=[CH:24][C:23]([C:26]([F:29])([F:28])[F:27])=[CH:22][CH:21]=2)=[CH:16]/[C:34](/[CH3:38])=[CH:35]/[C:36]([O:4][CH2:2][CH3:5])=[O:37])=[CH:13][CH:14]=1, predict the reactants needed to synthesize it. The reactants are: C[C:2]([CH3:5])([O-:4])C.[K+].[F:7][C:8]([F:31])([F:30])[C:9]1[CH:14]=[CH:13][C:12]([C:15]([C:20]2[CH:25]=[CH:24][C:23]([C:26]([F:29])([F:28])[F:27])=[CH:22][CH:21]=2)=[CH:16]C(=O)C)=[CH:11][CH:10]=1.[Cl-].[NH4+].[CH2:34]1[CH2:38][O:37][CH2:36][CH2:35]1.